This data is from Forward reaction prediction with 1.9M reactions from USPTO patents (1976-2016). The task is: Predict the product of the given reaction. (1) Given the reactants [CH3:1][O:2][C:3]1[CH:4]=[C:5]2[C:10](=[CH:11][C:12]=1[O:13][CH3:14])[N:9]=[CH:8][N:7]=[C:6]2[O:15][C:16]1[CH:21]=[CH:20][C:19]([CH2:22][C:23](O)=[O:24])=[CH:18][CH:17]=1.C(Cl)(=O)C(Cl)=O.[NH2:32][C:33]1[O:37][N:36]=[C:35]([CH:38]([CH3:40])[CH3:39])[CH:34]=1, predict the reaction product. The product is: [CH:38]([C:35]1[CH:34]=[C:33]([NH:32][C:23](=[O:24])[CH2:22][C:19]2[CH:18]=[CH:17][C:16]([O:15][C:6]3[C:5]4[C:10](=[CH:11][C:12]([O:13][CH3:14])=[C:3]([O:2][CH3:1])[CH:4]=4)[N:9]=[CH:8][N:7]=3)=[CH:21][CH:20]=2)[O:37][N:36]=1)([CH3:40])[CH3:39]. (2) Given the reactants [Br:1][C:2]1[C:10]2[C:5](=[CH:6][C:7]([C:11]([O:13][CH3:14])=[O:12])=[CH:8][CH:9]=2)[NH:4][N:3]=1.C(C1C2C(=CC=CC=2)N([CH2:27][C:28]([O:30][C:31]([CH3:34])([CH3:33])[CH3:32])=[O:29])N=1)(=O)C, predict the reaction product. The product is: [Br:1][C:2]1[C:10]2[C:5](=[CH:6][C:7]([C:11]([O:13][CH3:14])=[O:12])=[CH:8][CH:9]=2)[N:4]([CH2:27][C:28]([O:30][C:31]([CH3:34])([CH3:33])[CH3:32])=[O:29])[N:3]=1. (3) Given the reactants Cl[CH2:2][C:3]1[CH:8]=[CH:7][C:6]([C:9]([NH:11][C:12]2[S:13][C:14]([N:22]3[CH2:27][CH2:26][O:25][CH2:24][CH2:23]3)=[C:15]([C:17]3[O:18][CH:19]=[CH:20][CH:21]=3)[N:16]=2)=[O:10])=[CH:5][N:4]=1.[NH:28]1[CH:32]=[CH:31][N:30]=[CH:29]1.O, predict the reaction product. The product is: [O:18]1[CH:19]=[CH:20][CH:21]=[C:17]1[C:15]1[N:16]=[C:12]([NH:11][C:9]([C:6]2[CH:7]=[CH:8][C:3]([CH2:2][N:28]3[CH:32]=[CH:31][N:30]=[CH:29]3)=[N:4][CH:5]=2)=[O:10])[S:13][C:14]=1[N:22]1[CH2:27][CH2:26][O:25][CH2:24][CH2:23]1. (4) Given the reactants [C:1]([O:5][C:6](=[O:35])[NH:7][C:8]1([C:12]2[CH:17]=[CH:16][C:15]([C:18]3[C:19]([C:29]4[CH:34]=[CH:33][CH:32]=[CH:31][CH:30]=4)=[CH:20][C:21]4[N:22]([C:24](Br)=[C:25]([CH3:27])[N:26]=4)[N:23]=3)=[CH:14][CH:13]=2)[CH2:11][CH2:10][CH2:9]1)([CH3:4])([CH3:3])[CH3:2].[C:36]([NH2:40])(=[O:39])[CH:37]=[CH2:38].C1(C)C=CC=CC=1P(C1C=CC=CC=1C)C1C=CC=CC=1C.C(N(CC)CC)C, predict the reaction product. The product is: [C:1]([O:5][C:6](=[O:35])[NH:7][C:8]1([C:12]2[CH:17]=[CH:16][C:15]([C:18]3[C:19]([C:29]4[CH:34]=[CH:33][CH:32]=[CH:31][CH:30]=4)=[CH:20][C:21]4[N:22]([C:24](/[CH:38]=[CH:37]/[C:36](=[O:39])[NH2:40])=[C:25]([CH3:27])[N:26]=4)[N:23]=3)=[CH:14][CH:13]=2)[CH2:11][CH2:10][CH2:9]1)([CH3:4])([CH3:3])[CH3:2]. (5) Given the reactants Cl.[F:2][C:3]1[CH:8]=[CH:7][C:6]([CH:9]([C:17]2[CH:22]=[CH:21][C:20]([F:23])=[CH:19][CH:18]=2)[CH:10]2[C:15](=[O:16])[CH2:14][CH2:13][NH:12][CH2:11]2)=[CH:5][CH:4]=1.[CH3:24][O:25][C:26]1[C:31]([CH2:32]O)=[CH:30][CH:29]=[C:28]([O:34][CH3:35])[N:27]=1.C(N(C(C)C)CC)(C)C.ClCCl, predict the reaction product. The product is: [F:2][C:3]1[CH:8]=[CH:7][C:6]([CH:9]([C:17]2[CH:18]=[CH:19][C:20]([F:23])=[CH:21][CH:22]=2)[CH:10]2[C:15](=[O:16])[CH2:14][CH2:13][N:12]([CH2:32][C:31]3[C:26]([O:25][CH3:24])=[N:27][C:28]([O:34][CH3:35])=[CH:29][CH:30]=3)[CH2:11]2)=[CH:5][CH:4]=1. (6) The product is: [Cl:1][C:2]1[CH:3]=[CH:4][C:5]([CH2:8][CH:9]([O:15][CH2:16][CH3:17])[C:10]([O:12][CH2:13][CH3:14])=[O:11])=[CH:6][CH:7]=1. Given the reactants [Cl:1][C:2]1[CH:7]=[CH:6][C:5]([CH:8]=[C:9]([O:15][CH2:16][CH3:17])[C:10]([O:12][CH2:13][CH3:14])=[O:11])=[CH:4][CH:3]=1, predict the reaction product.